From a dataset of Forward reaction prediction with 1.9M reactions from USPTO patents (1976-2016). Predict the product of the given reaction. (1) Given the reactants [NH2:1][C:2]1[C:7]([C:8]([C:10]2[C:15]([O:16][CH3:17])=[CH:14][CH:13]=[C:12]([F:18])[C:11]=2[F:19])=[O:9])=[CH:6][N:5]=[C:4](Cl)[N:3]=1.[C:21]([O:25][C:26]([N:28]1[CH2:31][CH:30]([NH2:32])[CH2:29]1)=[O:27])([CH3:24])([CH3:23])[CH3:22], predict the reaction product. The product is: [C:21]([O:25][C:26]([N:28]1[CH2:31][CH:30]([NH:32][C:4]2[N:3]=[C:2]([NH2:1])[C:7]([C:8](=[O:9])[C:10]3[C:15]([O:16][CH3:17])=[CH:14][CH:13]=[C:12]([F:18])[C:11]=3[F:19])=[CH:6][N:5]=2)[CH2:29]1)=[O:27])([CH3:24])([CH3:22])[CH3:23]. (2) Given the reactants [NH2:1][C:2]1[C:7](=[O:8])[N:6]([CH2:9][CH3:10])[N:5]=[C:4]([C:11]([OH:13])=[O:12])[CH:3]=1.Br[CH2:15][C:16]([O:18][CH2:19][C:20]1[CH:25]=[CH:24][CH:23]=[CH:22][CH:21]=1)=[O:17].C(=O)([O-])[O-].[K+].[K+], predict the reaction product. The product is: [NH2:1][C:2]1[C:7](=[O:8])[N:6]([CH2:9][CH3:10])[N:5]=[C:4]([C:11]([O:13][CH2:15][C:16]([O:18][CH2:19][C:20]2[CH:25]=[CH:24][CH:23]=[CH:22][CH:21]=2)=[O:17])=[O:12])[CH:3]=1. (3) Given the reactants [C:1]1([C:10]2[CH:15]=[CH:14][CH:13]=[CH:12][CH:11]=2)[CH:6]=[CH:5][C:4]([C:7]([OH:9])=O)=[CH:3][CH:2]=1.C1C=CC2N(O)N=NC=2C=1.CCN=C=NCCCN(C)C.Cl.[CH2:38]([O:40][C:41]([C@@H:43]1[CH2:47][CH2:46][C@H:45]([NH:48][C:49]2[CH:54]=[CH:53][C:52]([C:55](=[NH:58])[NH:56]O)=[CH:51][C:50]=2[CH3:59])[CH2:44]1)=[O:42])[CH3:39], predict the reaction product. The product is: [CH2:38]([O:40][C:41]([C@@H:43]1[CH2:47][CH2:46][C@H:45]([NH:48][C:49]2[CH:54]=[CH:53][C:52]([C:55]3[N:58]=[C:7]([C:4]4[CH:3]=[CH:2][C:1]([C:10]5[CH:15]=[CH:14][CH:13]=[CH:12][CH:11]=5)=[CH:6][CH:5]=4)[O:9][N:56]=3)=[CH:51][C:50]=2[CH3:59])[CH2:44]1)=[O:42])[CH3:39].